From a dataset of Full USPTO retrosynthesis dataset with 1.9M reactions from patents (1976-2016). Predict the reactants needed to synthesize the given product. (1) Given the product [N:3]1[CH:4]=[CH:5][C:6]([C:9]2[S:10][CH:11]=[C:12]([NH:14][C:15](=[O:33])[NH:16][C:17]3[N:22]=[C:21]([CH2:23][N:24]4[CH2:28][CH2:27][CH2:26][CH:25]4[C:29]([OH:31])=[O:30])[CH:20]=[CH:19][CH:18]=3)[N:13]=2)=[CH:7][CH:8]=1, predict the reactants needed to synthesize it. The reactants are: [OH-].[Na+].[N:3]1[CH:8]=[CH:7][C:6]([C:9]2[S:10][CH:11]=[C:12]([NH:14][C:15](=[O:33])[NH:16][C:17]3[N:22]=[C:21]([CH2:23][N:24]4[CH2:28][CH2:27][CH2:26][CH:25]4[C:29]([O:31]C)=[O:30])[CH:20]=[CH:19][CH:18]=3)[N:13]=2)=[CH:5][CH:4]=1.Cl. (2) Given the product [CH3:59][S:60]([N:8]1[CH2:13][CH2:12][N:11]([C:14]2[S:15][CH:16]=[C:17]([C:19]([O:21][CH3:22])=[O:20])[N:18]=2)[CH2:10][CH2:9]1)(=[O:62])=[O:61], predict the reactants needed to synthesize it. The reactants are: C(OC([N:8]1[CH2:13][CH2:12][N:11]([C:14]2[S:15][CH:16]=[C:17]([C:19]([O:21][CH3:22])=[O:20])[N:18]=2)[CH2:10][CH2:9]1)=O)(C)(C)C.FC(F)(F)C(O)=O.OC(C(F)(F)F)=O.N1(C2SC=C(C(OC)=O)N=2)CCNCC1.C(N(CC)CC)C.[CH3:59][S:60](Cl)(=[O:62])=[O:61]. (3) Given the product [Cl:1][C:2]1[CH:3]=[CH:4][C:5]([C:11]2[CH:12]=[C:13]3[C:18](=[CH:19][CH:20]=2)[N:17]=[CH:16][CH:15]=[CH:14]3)=[C:6]([NH:35][C:49](=[O:44])[O:41][CH2:40][C:39]([Cl:43])([Cl:42])[Cl:38])[CH:10]=1, predict the reactants needed to synthesize it. The reactants are: [Cl:1][C:2]1[CH:3]=[CH:4][C:5]([C:11]2[CH:12]=[C:13]3[C:18](=[CH:19][CH:20]=2)[N:17]=[CH:16][CH:15]=[CH:14]3)=[C:6]([CH:10]=1)C(O)=O.C1C=CC(P([N:35]=[N+]=[N-])(C2C=CC=CC=2)=O)=CC=1.[Cl:38][C:39]([Cl:43])([Cl:42])[CH2:40][OH:41].[O:44]1[CH2:49]COCC1. (4) Given the product [N:17]1([C:9]2[O:10][C@H:6]3[CH2:5][C@H:4]([CH2:13][OH:14])[C@@H:3]([OH:15])[C@@H:2]([F:1])[C@H:7]3[N:8]=2)[CH2:20][CH2:19][CH2:18]1, predict the reactants needed to synthesize it. The reactants are: [F:1][C@H:2]1[C@H:7]2[N:8]=[C:9](SC)[O:10][C@H:6]2[CH2:5][C@H:4]([CH2:13][OH:14])[C@H:3]1[OH:15].Cl.[NH:17]1[CH2:20][CH2:19][CH2:18]1.C([O-])(O)=O.[Na+]. (5) Given the product [Cl:37][C:9]1[C:10](=[O:36])[N:11]([CH2:32][CH:33]([CH3:34])[CH3:35])[C:12]2[C:17]([C:8]=1[NH:4][C:1](=[O:3])[CH3:2])=[CH:16][C:15]([C:18]1[CH:19]=[CH:20][C:21]([Cl:24])=[CH:22][CH:23]=1)=[C:14]([C:25]1[CH:30]=[CH:29][CH:28]=[CH:27][C:26]=1[Cl:31])[N:13]=2, predict the reactants needed to synthesize it. The reactants are: [C:1]([N:4]([C:8]1[C:17]2[C:12](=[N:13][C:14]([C:25]3[CH:30]=[CH:29][CH:28]=[CH:27][C:26]=3[Cl:31])=[C:15]([C:18]3[CH:23]=[CH:22][C:21]([Cl:24])=[CH:20][CH:19]=3)[CH:16]=2)[N:11]([CH2:32][CH:33]([CH3:35])[CH3:34])[C:10](=[O:36])[C:9]=1[Cl:37])C(=O)C)(=[O:3])[CH3:2].CO.C1COCC1. (6) The reactants are: [OH-].[K+].[C:3]1([C:9]2[NH:10][C:11]3[C:16]([CH:17]=2)=[CH:15][C:14]([C:18]([O:20][CH3:21])=[O:19])=[CH:13][CH:12]=3)[CH:8]=[CH:7][CH:6]=[CH:5][CH:4]=1.[CH3:22][O:23][CH2:24][CH2:25]Br. Given the product [CH3:22][O:23][CH2:24][CH2:25][N:10]1[C:11]2[C:16](=[CH:15][C:14]([C:18]([O:20][CH3:21])=[O:19])=[CH:13][CH:12]=2)[CH:17]=[C:9]1[C:3]1[CH:4]=[CH:5][CH:6]=[CH:7][CH:8]=1, predict the reactants needed to synthesize it. (7) Given the product [NH2:1][C:4]1[CH:9]=[CH:8][C:7]([C:10]2[C:11]([C:16]([NH:18][C:19]3[CH:24]=[CH:23][C:22]([NH:25][CH2:26][CH2:27][C:28]4[CH:33]=[CH:32][CH:31]=[CH:30][N:29]=4)=[CH:21][CH:20]=3)=[O:17])=[CH:12][CH:13]=[CH:14][CH:15]=2)=[CH:6][CH:5]=1, predict the reactants needed to synthesize it. The reactants are: [N+:1]([C:4]1[CH:9]=[CH:8][C:7]([C:10]2[C:11]([C:16]([NH:18][C:19]3[CH:24]=[CH:23][C:22]([NH:25][CH2:26][CH2:27][C:28]4[CH:33]=[CH:32][CH:31]=[CH:30][N:29]=4)=[CH:21][CH:20]=3)=[O:17])=[CH:12][CH:13]=[CH:14][CH:15]=2)=[CH:6][CH:5]=1)([O-])=O.